Dataset: B-cell epitopes from IEDB database with 3,159 antigens for binding position prediction. Task: Token-level Classification. Given an antigen amino acid sequence, predict which amino acid positions are active epitope sites capable of antibody binding. Output is a list of indices for active positions. (1) Given the antigen sequence: MYDTDPHRRGSRPGPYHGKERRRSRSSAAGGTLGVVRRASRKSLPPHARKQELCLHERQRYRGLFAALAQTPSEEIAIVRSLSVPLVKTTPVSLPFCLDQTVADNCLTLSGMGYYLGIGGCCPACNAGDGRFAATSREALILAFVQQINTIFEHRAFLASLVVLADRHNAPLQDLLAGILGQPELFFVHTILRGGGACDPRLLFYPDPTYGGHMLYVIFPGTSAHLHYRLIDRMLTACPGYRFVAHVWQSTFVLVVRRNAEKPTDAEIPTVSAADIYCKMRDISFDGGLMLEYQRLYATFDEFPPP, which amino acid positions are active epitope sites? The epitope positions are: [295, 296, 297, 298, 299, 300, 301, 302, 303, 304, 305]. The amino acids at these positions are: LYATFDEFPPP. (2) Given the antigen sequence: FVSRHLCGSNLVETLYSVCQDDGFFYIPKDGIVDQCCTGTCTRHQLQSYCN, which amino acid positions are active epitope sites? The epitope positions are: [20, 21, 22, 23, 24, 25, 26, 27, 28, 29]. The amino acids at these positions are: DDGFFYIPKD. (3) The epitope positions are: [455, 456, 457, 458, 459, 460, 461, 462, 463, 464, 465, 466, 467, 468]. The amino acids at these positions are: PTARSVGAADGSSW. Given the antigen sequence: VLPGQLGYLRFDAMAELETVKAVGPQLVQLVWQKLVDTAALVVDLRYNPGSYSTAVPLLCSYFFEAEPRRHLYSVFDRATSRVTEVWTLPHVTGQRYGSHKDLYVLVSHTSGSAAEAFAHTMQDLQRATIIGEPTAGGALSVGIYQVGSSALYASMPTQMAMSASTGEAWDLAGVEPDITVPMSVALSTARDIVTLRAKVPTVLQTAGKLVADNYASPELGVKMAAELSGLQSRYARVTSEAALAELLQADLQVLSGDPHLKTAHIPEDAKDRIPGIVPMQIPSPEVFEDLIKFSFHTNVLEGNVGYLRFDMFGDCELLTQVSELLVEHVWKKIVHTDALIVDMRFNIGGPTSSISALCSYFFDEGPPILLDKIYNRPNDSVSELWTLSQLEGERYGSKKSMVILTSTLTAGAAEEFTYIMKRLGRALVIGEVTSGGCQPPQTYHVDDTDLYLTIPTARSVGAADGSSWEGVGVVPDVAVPAEAALTRAQEMLQHTPLRA..., which amino acid positions are active epitope sites? (4) Given the antigen sequence: MKTFLVFALLALAAASAVAQISQQQQAPPFSQQQQPPFSQQQQPPFSQQQQSPFSQQQQQPPFAQQQQPPFSQQPPISQQQQPPFSQQQQPQFSQQQQPPYSQQQQPPYSQQQQPPFSQQQQPPFSQQQQQPPFTQQQQQQQQQQPFTQQQQPPFSQQPPISQQQQPPFLQQQRPPFSRQQQIPVIHPSVLQQLNPCKVFLQQQCIPVAMQRCLARSQMLQQSICHVMQQQCCQQLRQIPEQSRHESIRAIIYSIILQQQQQQQQQQQQQQGQSIIQYQQQQPQQLGQCVSQPLQQLQQQLGQQPQQQQLAHQIAQLEVMTSIALRTLPTMCNVNVPLYETTTSVPLGVGIGVGVY, which amino acid positions are active epitope sites? The epitope positions are: [43, 44, 45, 46, 47, 48]. The amino acids at these positions are: PPFSQQ. (5) Given the antigen sequence: MKIIFFLCSFLFFIINTQCVTHESYQELVKKLEALEDAVLTGYSLFHKEKMILNEEEITTKGASAQSGTSGTSGTSGPSGPSGTSPSSRSNTLPRSNTSSGASPPADASDSDAKSYADLKHRVRNYLLTIKELKYPQLFDLTNHMLTLCDNIHGFKYLIDGYEEINELLYKLNFYFDLLRAKLNDVCANDYCQIPFNLKIRANELDVLKKLVFGYRKPLDNIKDNVGKMEDYIKKNKKTIENINELIEESKKTIDKNKNATKEEEKKKLYQAQYDLSIYNKQLEEAHNLISVLEKRIDTLKKNENIKELLDKINEIKNPPPANSGNTPNTLLDKNKKIEEHEKEIKEIAKTIKFNIDSLFTDPLELEYYLREKNKNIDISAKVETKESTEPNEYPNGVTYPLSYNDINNALNELNSFGDLINPFDYTKEPSKNIYTDNERKKFINEIKEKIKIEKKKIESDKKSYEDRSKSLNDITKEYEKLLNEIYDSKFNNNIDLTNF..., which amino acid positions are active epitope sites? The epitope positions are: [19, 20, 21, 22, 23, 24, 25, 26, 27, 28, 29, 30, 31, 32, 33, 34, 35, 36, 37]. The amino acids at these positions are: VTHESYQELVKKLEALEDA. (6) Given the antigen sequence: MNLSFAKGGLPAPVKNRAWQYCQMAWRGVTSKKALSRLAALSPLLLLGVGQMASATDLLAGGKDDVKATFGADSFVMMCIIIAELIVGVAMYIRTKNLLILLGLVVVIVFTTVGLTFIK, which amino acid positions are active epitope sites? The epitope positions are: [55, 56, 57, 58, 59, 60, 61, 62, 63, 64, 65, 66]. The amino acids at these positions are: TDLLAGGKDDVK. (7) Given the antigen sequence: MAAPNRDPPGYRYAAAMVPTGSLLSTIEVASHRRLFDFFSRVRSDANSLYDVEFDALLGSYCNTLSLVRFLELGLSVACVCTKFPELAYMNEGRVQFEVHQPLIARDGPHPIEQPTHNYMTKIIDRRALNAAFSLATEAIALLTGEALDGTGIGAHRQLRAIQQLARNVQAVLGAFERGTADQMLHVLLEKAPPLALLLPMQRYLDNGRLATRVARATLVAELKRSFCETSFFLGKAGHRREAVEAWLVDLTTATQPSVAVPRLTHADTRGRPVDGVLVTTAPIKQRLLQSFLKVEDTEADVPVTYGEMVLNGANLVTALVMGKAVRSLDDVGRHLLEMQEEQLDLNRQTLDELESAPQTTRVRADLVSIGEKLVFLEALEKRIYAATNVPYPLVGAMDLTFVLPLGLFNPVMERFAAHAGDLVPAPGHPDPRAFPPRQLFFWGKDRQVLRLSLEHAIGTVCHPSLMNVDAAVGGLNRDPVEAANPYGAYVAAPAGPAAD..., which amino acid positions are active epitope sites? The epitope positions are: [861, 862, 863, 864, 865, 866, 867, 868, 869, 870, 871, 872, 873, 874, 875, 876, 877, 878, 879]. The amino acids at these positions are: AHPLHPANLVANTVNAMFH.